Dataset: Forward reaction prediction with 1.9M reactions from USPTO patents (1976-2016). Task: Predict the product of the given reaction. (1) Given the reactants [N+:1]([C:4]1[CH:5]=[C:6]([CH:9]=[CH:10][CH:11]=1)[CH2:7][NH2:8])([O-:3])=[O:2].[O:12]=[C:13](Cl)OC(Cl)(Cl)Cl, predict the reaction product. The product is: [N:8]([CH2:7][C:6]1[CH:9]=[CH:10][CH:11]=[C:4]([N+:1]([O-:3])=[O:2])[CH:5]=1)=[C:13]=[O:12]. (2) Given the reactants [C:1]([Si:5]([CH3:20])([CH3:19])[O:6][CH2:7][CH2:8][O:9][C:10]1[CH:11]=[C:12]([CH:16]=[CH:17][CH:18]=1)[CH:13]=[N:14][CH3:15])([CH3:4])([CH3:3])[CH3:2].[BH4-].[Na+], predict the reaction product. The product is: [C:1]([Si:5]([CH3:19])([CH3:20])[O:6][CH2:7][CH2:8][O:9][C:10]1[CH:11]=[C:12]([CH:16]=[CH:17][CH:18]=1)[CH2:13][NH:14][CH3:15])([CH3:4])([CH3:3])[CH3:2]. (3) The product is: [Cl:1][C:2]1[CH:3]=[C:4]([S:8]([NH:11][C:12]2[CH:20]=[CH:19][C:15]([C:16]([O:18][CH:23]([CH3:24])[CH3:22])=[O:17])=[C:14]([OH:21])[CH:13]=2)(=[O:9])=[O:10])[S:5][C:6]=1[Cl:7]. Given the reactants [Cl:1][C:2]1[CH:3]=[C:4]([S:8]([NH:11][C:12]2[CH:20]=[CH:19][C:15]([C:16]([OH:18])=[O:17])=[C:14]([OH:21])[CH:13]=2)(=[O:10])=[O:9])[S:5][C:6]=1[Cl:7].[CH3:22][CH:23](O)[CH3:24], predict the reaction product. (4) Given the reactants [CH3:1][O-:2].[Na+].[CH3:4][O:5][C:6](=[O:24])[C:7]1[C:12]([NH:13][C:14]2[CH:19]=[CH:18][C:17]([Br:20])=[CH:16][C:15]=2[F:21])=[C:11]([F:22])[C:10](Cl)=[N:9][CH:8]=1.CO, predict the reaction product. The product is: [CH3:4][O:5][C:6](=[O:24])[C:7]1[C:12]([NH:13][C:14]2[CH:19]=[CH:18][C:17]([Br:20])=[CH:16][C:15]=2[F:21])=[C:11]([F:22])[C:10]([O:2][CH3:1])=[N:9][CH:8]=1. (5) Given the reactants Cl.[NH:2]1[CH2:7][CH2:6][CH:5]([CH2:8][CH2:9][CH2:10][OH:11])[CH2:4][CH2:3]1.[CH3:12][C:13]([O:16][C:17](O[C:17]([O:16][C:13]([CH3:15])([CH3:14])[CH3:12])=[O:18])=[O:18])([CH3:15])[CH3:14], predict the reaction product. The product is: [OH:11][CH2:10][CH2:9][CH2:8][CH:5]1[CH2:6][CH2:7][N:2]([C:17]([O:16][C:13]([CH3:15])([CH3:14])[CH3:12])=[O:18])[CH2:3][CH2:4]1. (6) The product is: [N:10]12[CH2:11][CH2:12][C:13]([C:18]([C:6]3[CH:5]=[CH:4][CH:3]=[C:2]([CH3:1])[CH:7]=3)([C:6]3[CH:5]=[CH:4][CH:3]=[C:2]([CH3:1])[CH:7]=3)[OH:20])([CH2:14][CH2:15]1)[CH2:16][CH2:17]2. Given the reactants [CH3:1][C:2]1[CH:3]=[C:4]([Mg]Br)[CH:5]=[CH:6][CH:7]=1.[N:10]12[CH2:17][CH2:16][C:13]([C:18]([O:20]CC)=O)([CH2:14][CH2:15]1)[CH2:12][CH2:11]2, predict the reaction product. (7) The product is: [CH2:1]([C:3]1[N:8]=[C:7]([C:9]([OH:11])=[O:10])[C:6]([O:13][CH2:14][CH3:15])=[CH:5][CH:4]=1)[CH3:2]. Given the reactants [CH2:1]([C:3]1[N:8]=[C:7]([C:9]([O:11]C)=[O:10])[C:6]([O:13][CH2:14][CH3:15])=[CH:5][CH:4]=1)[CH3:2].[Li+].[OH-].Cl, predict the reaction product.